This data is from Forward reaction prediction with 1.9M reactions from USPTO patents (1976-2016). The task is: Predict the product of the given reaction. (1) The product is: [CH3:16][C:13]1([CH3:15])[C:12]([CH3:17])([CH3:18])[O:11][B:10]([C:25]2[CH2:30][CH2:29][N:28]([C:31]([O:33][CH2:34][C:35]3[CH:36]=[CH:37][CH:38]=[CH:39][CH:40]=3)=[O:32])[CH2:27][CH:26]=2)[O:14]1. Given the reactants [B:10]1([B:10]2[O:14][C:13]([CH3:16])([CH3:15])[C:12]([CH3:18])([CH3:17])[O:11]2)[O:14][C:13]([CH3:16])([CH3:15])[C:12]([CH3:18])([CH3:17])[O:11]1.FC(F)(F)S(O[C:25]1[CH2:30][CH2:29][N:28]([C:31]([O:33][CH2:34][C:35]2[CH:40]=[CH:39][CH:38]=[CH:37][CH:36]=2)=[O:32])[CH2:27][CH:26]=1)(=O)=O.C([O-])(=O)C.[K+], predict the reaction product. (2) Given the reactants C([N:8]1[CH2:12][CH2:11][C@H:10]([NH:13][C:14](=[O:22])[O:15][C@@H:16]([CH3:21])[C:17]([F:20])([F:19])[F:18])[CH2:9]1)C1C=CC=CC=1, predict the reaction product. The product is: [NH:8]1[CH2:12][CH2:11][C@H:10]([NH:13][C:14](=[O:22])[O:15][C@@H:16]([CH3:21])[C:17]([F:20])([F:18])[F:19])[CH2:9]1. (3) Given the reactants [C:1]1([CH3:7])[CH:6]=[CH:5][CH:4]=[CH:3][CH:2]=1.C(O[O:13][C:14]([CH3:17])(C)C)(C)(C)C.[C]=O.[CH2:20]([OH:22])C, predict the reaction product. The product is: [C:1]1([CH2:7][C:20]([O:13][CH2:14][CH3:17])=[O:22])[CH:6]=[CH:5][CH:4]=[CH:3][CH:2]=1.